From a dataset of Reaction yield outcomes from USPTO patents with 853,638 reactions. Predict the reaction yield, written as a fraction of the theoretical maximum amount of product (1.0 means a 100% yield; for example, 0.34 means a 34% yield). (1) The reactants are [F:1][C:2]1[CH:7]=[CH:6][C:5]([C:8]2[N:9]=[C:10]([CH:14]3[CH2:19][CH2:18][NH:17][CH2:16][CH2:15]3)[N:11]([CH3:13])[CH:12]=2)=[CH:4][C:3]=1[C:20]([F:23])([F:22])[F:21].Cl[C:25]1[N:30]=[CH:29][N:28]=[C:27]([NH2:31])[C:26]=1[O:32][CH3:33].C(=O)([O-])[O-].[K+].[K+]. The catalyst is CS(C)=O. The product is [F:1][C:2]1[CH:7]=[CH:6][C:5]([C:8]2[N:9]=[C:10]([CH:14]3[CH2:19][CH2:18][N:17]([C:25]4[N:30]=[CH:29][N:28]=[C:27]([NH2:31])[C:26]=4[O:32][CH3:33])[CH2:16][CH2:15]3)[N:11]([CH3:13])[CH:12]=2)=[CH:4][C:3]=1[C:20]([F:21])([F:22])[F:23]. The yield is 0.220. (2) The reactants are [Li+].CC([N-]C(C)C)C.[CH:9]([N:12]([C:20]1[S:21][CH:22]=[CH:23][N:24]=1)[C:13](=[O:19])[O:14][C:15]([CH3:18])([CH3:17])[CH3:16])([CH3:11])[CH3:10].[CH2:25]([Sn:29](Cl)([CH2:34][CH2:35][CH2:36][CH3:37])[CH2:30][CH2:31][CH2:32][CH3:33])[CH2:26][CH2:27][CH3:28]. The catalyst is C1COCC1. The product is [CH:9]([N:12]([C:20]1[S:21][C:22]([Sn:29]([CH2:30][CH2:31][CH2:32][CH3:33])([CH2:34][CH2:35][CH2:36][CH3:37])[CH2:25][CH2:26][CH2:27][CH3:28])=[CH:23][N:24]=1)[C:13](=[O:19])[O:14][C:15]([CH3:18])([CH3:16])[CH3:17])([CH3:11])[CH3:10]. The yield is 0.400. (3) The reactants are [CH3:1][O:2][C:3]([C:5]1[C:9]([N+:10]([O-])=O)=[CH:8][NH:7][N:6]=1)=[O:4]. The catalyst is [Pd].C(O)C. The product is [CH3:1][O:2][C:3]([C:5]1[C:9]([NH2:10])=[CH:8][NH:7][N:6]=1)=[O:4]. The yield is 0.989. (4) The reactants are [NH:1]([C:3]1[CH:12]=[CH:11][CH:10]=[C:9]2[C:4]=1[CH:5]=[CH:6][CH:7]=[N:8]2)[NH2:2].[Br:13][C:14]12[CH2:23][CH:18]3[CH2:19][CH:20]([CH2:22][C:16]([C:24](Cl)=[O:25])([CH2:17]3)[CH2:15]1)[CH2:21]2. The yield is 0.170. The product is [Br:13][C:14]12[CH2:23][CH:18]3[CH2:19][CH:20]([CH2:22][C:16]([C:24]([NH:2][NH:1][C:3]4[CH:12]=[CH:11][CH:10]=[C:9]5[C:4]=4[CH:5]=[CH:6][CH:7]=[N:8]5)=[O:25])([CH2:17]3)[CH2:15]1)[CH2:21]2. No catalyst specified. (5) The reactants are C1(C)C=CC=CC=1.[CH2:8]([C:12]1[CH:18]=[CH:17][C:15]([NH2:16])=[CH:14][CH:13]=1)[CH2:9][CH2:10][CH3:11].[C:19](OC(=O)C)(=[O:21])[CH3:20]. The catalyst is O. The product is [C:19]([NH:16][C:15]1[CH:14]=[CH:13][C:12]([CH2:8][CH2:9][CH2:10][CH3:11])=[CH:18][CH:17]=1)(=[O:21])[CH3:20]. The yield is 0.903.